This data is from Tyrosyl-DNA phosphodiesterase HTS with 341,365 compounds. The task is: Binary Classification. Given a drug SMILES string, predict its activity (active/inactive) in a high-throughput screening assay against a specified biological target. (1) The compound is S(=O)(=O)(N(c1ccc(C(C)C)cc1)CC(=O)NCc1ccc(cc1)C)c1c([nH]nc1C)C. The result is 0 (inactive). (2) The molecule is Clc1ccc(c2onc(C(=O)N(Cc3cc(F)ccc3)Cc3occc3)c2)cc1. The result is 0 (inactive). (3) The drug is S(c1n(CC=C)c(O)cc(=O)n1)CC(=O)Nc1c(cccc1)C. The result is 0 (inactive). (4) The drug is O=C1N(c2n(nc(c2C(C1)c1c(OC)cc(OC)cc1)C)c1nc(cc(n1)C)C)Cc1c(cccc1)C. The result is 0 (inactive). (5) The compound is O(c1c2ncccc2ccc1)CC(=O)NNC(=O)Nc1ccccc1. The result is 0 (inactive).